From a dataset of Catalyst prediction with 721,799 reactions and 888 catalyst types from USPTO. Predict which catalyst facilitates the given reaction. (1) Reactant: [CH3:1][C:2]1[S:3][CH:4]=[C:5]([C:7]#[C:8][C:9]2[CH:10]=[C:11]([OH:15])[CH:12]=[N:13][CH:14]=2)[N:6]=1.[C:16](=O)([O-])[O-].[Cs+].[Cs+].CC#N.C(O)(C(F)(F)F)=O. Product: [CH3:16][O:15][C:11]1[CH:12]=[N:13][CH:14]=[C:9]([C:8]#[C:7][C:5]2[N:6]=[C:2]([CH3:1])[S:3][CH:4]=2)[CH:10]=1. The catalyst class is: 18. (2) Reactant: COC1C=C(OC)C=CC=1C[N:6]([C:35]1[CH:40]=[CH:39][N:38]=[CH:37][N:36]=1)[S:7]([C:10]1[CH:15]=[C:14]([CH3:16])[C:13]([O:17][C@@H:18]2[CH2:22][CH2:21][CH2:20][C@H:19]2[C:23]2[N:27](C3CCCCO3)[N:26]=[CH:25][CH:24]=2)=[CH:12][C:11]=1[F:34])(=[O:9])=[O:8].C([SiH](CC)CC)C.FC(F)(F)C(O)=O. Product: [F:34][C:11]1[CH:12]=[C:13]([O:17][C@@H:18]2[CH2:22][CH2:21][CH2:20][C@H:19]2[C:23]2[NH:27][N:26]=[CH:25][CH:24]=2)[C:14]([CH3:16])=[CH:15][C:10]=1[S:7]([NH:6][C:35]1[CH:40]=[CH:39][N:38]=[CH:37][N:36]=1)(=[O:8])=[O:9]. The catalyst class is: 4. (3) Reactant: [NH2:1][CH2:2][C@@H:3]([C:5]1[CH:6]=[CH:7][C:8]2[N:9]([N:11]=[N:12][N:13]=2)[CH:10]=1)[OH:4].O=[C:15]1[CH2:20][CH2:19][N:18]([C:21]2[CH:34]=[CH:33][C:24]([CH2:25][CH:26]3[S:30][C:29](=[O:31])[NH:28][C:27]3=[O:32])=[CH:23][CH:22]=2)[CH2:17][CH2:16]1.[Sn](Cl)(Cl)(Cl)Cl. Product: [OH:4][C@H:3]([C:5]1[CH:6]=[CH:7][C:8]2[N:9]([N:11]=[N:12][N:13]=2)[CH:10]=1)[CH2:2][NH:1][CH:15]1[CH2:16][CH2:17][N:18]([C:21]2[CH:34]=[CH:33][C:24]([CH2:25][CH:26]3[S:30][C:29](=[O:31])[NH:28][C:27]3=[O:32])=[CH:23][CH:22]=2)[CH2:19][CH2:20]1. The catalyst class is: 209. (4) Reactant: [F:1][C:2]([F:11])([F:10])[O:3][CH2:4][CH2:5][CH2:6][C:7]([NH2:9])=[O:8].[Li+].C[Si]([N-][Si](C)(C)C)(C)C.Cl[C:23]([O:25][C:26]([CH3:28])=[CH2:27])=[O:24]. Product: [F:1][C:2]([F:10])([F:11])[O:3][CH2:4][CH2:5][CH2:6][C:7]([NH:9][C:23](=[O:24])[O:25][C:26]([CH3:28])=[CH2:27])=[O:8]. The catalyst class is: 1. (5) Reactant: [CH3:1][C:2]1[C:7]2[C:8]([NH:11][CH2:12][CH2:13][CH2:14][NH2:15])=[N:9][S:10][C:6]=2[CH:5]=[CH:4][CH:3]=1.C(N(C(C)C)CC)(C)C.[F:25][C:26]([F:38])([F:37])[C:27]1[CH:28]=[C:29]([S:33](Cl)(=[O:35])=[O:34])[CH:30]=[CH:31][CH:32]=1. Product: [CH3:1][C:2]1[C:7]2[C:8]([NH:11][CH2:12][CH2:13][CH2:14][NH:15][S:33]([C:29]3[CH:30]=[CH:31][CH:32]=[C:27]([C:26]([F:25])([F:37])[F:38])[CH:28]=3)(=[O:35])=[O:34])=[N:9][S:10][C:6]=2[CH:5]=[CH:4][CH:3]=1. The catalyst class is: 2. (6) Reactant: [NH2:1][C:2]1[CH:3]=[N:4][C:5]2[C:10]([C:11]=1[NH:12][CH2:13][CH:14]([OH:24])[CH2:15][NH:16][C:17](=[O:23])[O:18][C:19]([CH3:22])([CH3:21])[CH3:20])=[CH:9][CH:8]=[CH:7][CH:6]=2.[C:25](OC)(OC)(OC)[CH2:26][CH2:27][CH3:28].Cl.N1C=CC=CC=1. Product: [OH:24][CH:14]([CH2:13][N:12]1[C:11]2[C:10]3[CH:9]=[CH:8][CH:7]=[CH:6][C:5]=3[N:4]=[CH:3][C:2]=2[N:1]=[C:25]1[CH2:26][CH2:27][CH3:28])[CH2:15][NH:16][C:17](=[O:23])[O:18][C:19]([CH3:20])([CH3:21])[CH3:22]. The catalyst class is: 11.